Dataset: NCI-60 drug combinations with 297,098 pairs across 59 cell lines. Task: Regression. Given two drug SMILES strings and cell line genomic features, predict the synergy score measuring deviation from expected non-interaction effect. (1) Drug 1: CC1=C(C=C(C=C1)NC2=NC=CC(=N2)N(C)C3=CC4=NN(C(=C4C=C3)C)C)S(=O)(=O)N.Cl. Drug 2: N.N.Cl[Pt+2]Cl. Cell line: KM12. Synergy scores: CSS=9.02, Synergy_ZIP=-1.65, Synergy_Bliss=0.0762, Synergy_Loewe=1.78, Synergy_HSA=1.72. (2) Drug 1: C#CCC(CC1=CN=C2C(=N1)C(=NC(=N2)N)N)C3=CC=C(C=C3)C(=O)NC(CCC(=O)O)C(=O)O. Drug 2: CC12CCC3C(C1CCC2OP(=O)(O)O)CCC4=C3C=CC(=C4)OC(=O)N(CCCl)CCCl.[Na+]. Cell line: EKVX. Synergy scores: CSS=3.58, Synergy_ZIP=-4.01, Synergy_Bliss=-7.01, Synergy_Loewe=0.312, Synergy_HSA=-3.93. (3) Drug 1: CN(C)N=NC1=C(NC=N1)C(=O)N. Drug 2: C1=CN(C=N1)CC(O)(P(=O)(O)O)P(=O)(O)O. Cell line: A498. Synergy scores: CSS=-0.774, Synergy_ZIP=-0.416, Synergy_Bliss=-1.28, Synergy_Loewe=-2.71, Synergy_HSA=-2.32.